This data is from hERG Central: cardiac toxicity at 1µM, 10µM, and general inhibition. The task is: Predict hERG channel inhibition at various concentrations. (1) The molecule is N#Cc1nc(-c2ccccc2)oc1N1CCN(C(=O)c2ccco2)CC1. Results: hERG_inhib (hERG inhibition (general)): blocker. (2) The molecule is CC(=O)c1cc(CN2CCN(Cc3ccc(C)cc3)C(CCO)C2)cs1. Results: hERG_inhib (hERG inhibition (general)): blocker. (3) The molecule is CN1C(C(=O)NCCc2cccs2)CC2Cn3c(nc4cc5ccccc5cc43)C21. Results: hERG_inhib (hERG inhibition (general)): blocker.